Regression. Given two drug SMILES strings and cell line genomic features, predict the synergy score measuring deviation from expected non-interaction effect. From a dataset of NCI-60 drug combinations with 297,098 pairs across 59 cell lines. (1) Drug 1: CC(CN1CC(=O)NC(=O)C1)N2CC(=O)NC(=O)C2. Drug 2: B(C(CC(C)C)NC(=O)C(CC1=CC=CC=C1)NC(=O)C2=NC=CN=C2)(O)O. Cell line: KM12. Synergy scores: CSS=25.4, Synergy_ZIP=0.693, Synergy_Bliss=-0.231, Synergy_Loewe=2.72, Synergy_HSA=2.48. (2) Cell line: MALME-3M. Synergy scores: CSS=0.0665, Synergy_ZIP=-2.29, Synergy_Bliss=-2.55, Synergy_Loewe=-5.33, Synergy_HSA=-2.96. Drug 1: C1C(C(OC1N2C=C(C(=O)NC2=O)F)CO)O. Drug 2: CNC(=O)C1=NC=CC(=C1)OC2=CC=C(C=C2)NC(=O)NC3=CC(=C(C=C3)Cl)C(F)(F)F. (3) Synergy scores: CSS=-8.26, Synergy_ZIP=-1.30, Synergy_Bliss=-10.9, Synergy_Loewe=-25.4, Synergy_HSA=-15.5. Cell line: UACC-257. Drug 1: C1=C(C(=O)NC(=O)N1)N(CCCl)CCCl. Drug 2: CS(=O)(=O)OCCCCOS(=O)(=O)C.